Dataset: Reaction yield outcomes from USPTO patents with 853,638 reactions. Task: Predict the reaction yield, written as a fraction of the theoretical maximum amount of product (1.0 means a 100% yield; for example, 0.34 means a 34% yield). (1) The reactants are [CH2:1]([C:3]1[CH:4]=[C:5]([NH:9][N:10]=[C:11]([C:14]#[N:15])[C:12]#[N:13])[CH:6]=[CH:7][CH:8]=1)[CH3:2].C(C1C=C(C=CC=1)N)C.C(#N)CC#N.O.[NH2:31][NH2:32]. No catalyst specified. The product is [NH2:13][C:12]1[C:11](=[N:10][NH:9][C:5]2[CH:6]=[CH:7][CH:8]=[C:3]([CH2:1][CH3:2])[CH:4]=2)[C:14]([NH2:15])=[N:32][N:31]=1. The yield is 0.100. (2) The reactants are [NH2:1][C:2]1[C:11]2[C:6](=[C:7](I)[CH:8]=[CH:9][CH:10]=2)[N:5]=[N:4][C:3]=1[C:13]([NH:15][CH2:16][CH2:17][CH3:18])=[O:14].C(=O)(O)[O-].[Na+].O.[CH3:25][O:26][C:27]1[CH:32]=[CH:31][N:30]=[CH:29][C:28]=1B(O)O. The catalyst is COCCOC.C(Cl)Cl.[Pd].C1(P(C2C=CC=CC=2)C2C=CC=CC=2)C=CC=CC=1.C1(P(C2C=CC=CC=2)C2C=CC=CC=2)C=CC=CC=1.C1(P(C2C=CC=CC=2)C2C=CC=CC=2)C=CC=CC=1.C1(P(C2C=CC=CC=2)C2C=CC=CC=2)C=CC=CC=1. The product is [NH2:1][C:2]1[C:11]2[C:6](=[C:7]([C:28]3[CH:29]=[N:30][CH:31]=[CH:32][C:27]=3[O:26][CH3:25])[CH:8]=[CH:9][CH:10]=2)[N:5]=[N:4][C:3]=1[C:13]([NH:15][CH2:16][CH2:17][CH3:18])=[O:14]. The yield is 0.602.